Task: Predict the reaction yield, written as a fraction of the theoretical maximum amount of product (1.0 means a 100% yield; for example, 0.34 means a 34% yield).. Dataset: Reaction yield outcomes from USPTO patents with 853,638 reactions (1) The reactants are [CH:1]([N:14]1[CH2:17][CH:16]([OH:18])[CH2:15]1)([C:8]1[CH:13]=[CH:12][CH:11]=[CH:10][CH:9]=1)[C:2]1[CH:7]=[CH:6][CH:5]=[CH:4][CH:3]=1.CCN(CC)CC.[CH3:26][S:27](Cl)(=[O:29])=[O:28]. The catalyst is C(Cl)Cl.C(OCC)(=O)C. The product is [CH3:26][S:27]([O:18][CH:16]1[CH2:17][N:14]([CH:1]([C:8]2[CH:13]=[CH:12][CH:11]=[CH:10][CH:9]=2)[C:2]2[CH:3]=[CH:4][CH:5]=[CH:6][CH:7]=2)[CH2:15]1)(=[O:29])=[O:28]. The yield is 1.00. (2) The reactants are [Br:1][C:2]1[CH:9]=[CH:8][C:5]([CH:6]=O)=[CH:4][CH:3]=1.[CH3:10][CH:11]([CH3:15])[C:12](=[O:14])[CH3:13]. The catalyst is [OH-].[Na+].C(O)C.O. The product is [Br:1][C:2]1[CH:9]=[CH:8][C:5]([CH:6]=[CH:13][C:12](=[O:14])[CH:11]([CH3:15])[CH3:10])=[CH:4][CH:3]=1. The yield is 0.580. (3) The reactants are S(Cl)(Cl)=O.C[N:6]([CH:8]=[O:9])C.[Cl:10][C:11]1[N:19]=[CH:18][C:17]([S:20](=[O:31])(=[O:30])[NH:21][C:22]2[CH:27]=[C:26]([F:28])[CH:25]=[C:24]([F:29])[CH:23]=2)=[CH:16][C:12]=1C(O)=O.[OH-].[NH4+]. The catalyst is C1(C)C=CC=CC=1. The product is [Cl:10][C:11]1[N:19]=[CH:18][C:17]([S:20](=[O:30])(=[O:31])[NH:21][C:22]2[CH:23]=[C:24]([F:29])[CH:25]=[C:26]([F:28])[CH:27]=2)=[CH:16][C:12]=1[C:8]([NH2:6])=[O:9]. The yield is 0.720. (4) The reactants are P(Br)(Br)[Br:2].[Br:5][C:6]1[C:7]([F:15])=[C:8]([CH2:13]O)[C:9]([Cl:12])=[CH:10][CH:11]=1.O. The catalyst is ClCCl. The product is [Br:5][C:6]1[CH:11]=[CH:10][C:9]([Cl:12])=[C:8]([CH2:13][Br:2])[C:7]=1[F:15]. The yield is 0.300.